The task is: Predict the reaction yield, written as a fraction of the theoretical maximum amount of product (1.0 means a 100% yield; for example, 0.34 means a 34% yield).. This data is from Reaction yield outcomes from USPTO patents with 853,638 reactions. (1) The reactants are [F:1][C:2]1[CH:7]=[CH:6][CH:5]=[C:4]([F:8])[C:3]=1[N:9]1[C:14]2[N:15]=[C:16](S(C)(=O)=O)[N:17]=[C:18]([C:19]3[CH:24]=[CH:23][C:22]([F:25])=[CH:21][C:20]=3[CH3:26])[C:13]=2[CH:12]=[CH:11][C:10]1=[O:31].[NH2:32][C:33]1[N:37]=[CH:36][NH:35][N:34]=1. No catalyst specified. The product is [F:1][C:2]1[CH:7]=[CH:6][CH:5]=[C:4]([F:8])[C:3]=1[N:9]1[C:14]2[N:15]=[C:16]([NH:32][C:33]3[N:37]=[CH:36][NH:35][N:34]=3)[N:17]=[C:18]([C:19]3[CH:24]=[CH:23][C:22]([F:25])=[CH:21][C:20]=3[CH3:26])[C:13]=2[CH:12]=[CH:11][C:10]1=[O:31]. The yield is 0.150. (2) The reactants are [NH:1]1[CH:5]=[CH:4][N:3]=[C:2]1[CH:6]1[CH2:11][CH2:10][N:9]([C:12]([O:14][C:15]([CH3:18])([CH3:17])[CH3:16])=[O:13])[CH2:8][CH2:7]1.O1CCCC1.[Br:24]N1C(=O)CCC1=O. The catalyst is O. The product is [Br:24][C:5]1[N:1]=[C:2]([CH:6]2[CH2:7][CH2:8][N:9]([C:12]([O:14][C:15]([CH3:18])([CH3:17])[CH3:16])=[O:13])[CH2:10][CH2:11]2)[NH:3][CH:4]=1. The yield is 0.660. (3) The reactants are [CH2:1]([NH:8][CH2:9][C:10]([C:12]1[CH:17]=[CH:16][C:15]([O:18][CH3:19])=[CH:14][CH:13]=1)=[O:11])[C:2]1[CH:7]=[CH:6][CH:5]=[CH:4][CH:3]=1.[BH4-].[Na+]. The catalyst is CO. The product is [CH2:1]([NH:8][CH2:9][CH:10]([C:12]1[CH:13]=[CH:14][C:15]([O:18][CH3:19])=[CH:16][CH:17]=1)[OH:11])[C:2]1[CH:3]=[CH:4][CH:5]=[CH:6][CH:7]=1. The yield is 0.750. (4) The reactants are [C:9](O[C:9]([O:11][C:12]([CH3:15])([CH3:14])[CH3:13])=[O:10])([O:11][C:12]([CH3:15])([CH3:14])[CH3:13])=[O:10].[CH:16]1([C:22]2([CH2:28][OH:29])[CH2:27][CH2:26][NH:25][CH2:24][CH2:23]2)[CH2:21][CH2:20][CH2:19][CH2:18][CH2:17]1.C(N(CC)CC)C. The catalyst is CO. The product is [C:12]([O:11][C:9]([N:25]1[CH2:24][CH2:23][C:22]([CH:16]2[CH2:17][CH2:18][CH2:19][CH2:20][CH2:21]2)([CH2:28][OH:29])[CH2:27][CH2:26]1)=[O:10])([CH3:13])([CH3:14])[CH3:15]. The yield is 0.480. (5) The reactants are [O:1]1[CH2:6][CH2:5]O[CH2:3][CH2:2]1.Br[C:8]1[CH:9]=[C:10]([CH:13]=[CH:14][C:15]=1[N:16]1[CH2:21][CH2:20][O:19][CH2:18][CH2:17]1)[CH:11]=[O:12].C([Sn](CCCC)(CCCC)C1OC=CC=1)CCC.[F-].[K+]. The catalyst is Cl[Pd](Cl)([P](C1C=CC=CC=1)(C1C=CC=CC=1)C1C=CC=CC=1)[P](C1C=CC=CC=1)(C1C=CC=CC=1)C1C=CC=CC=1.C(OCC)(=O)C. The product is [O:1]1[CH:6]=[CH:5][CH:3]=[C:2]1[C:8]1[CH:9]=[C:10]([CH:13]=[CH:14][C:15]=1[N:16]1[CH2:21][CH2:20][O:19][CH2:18][CH2:17]1)[CH:11]=[O:12]. The yield is 0.840. (6) The reactants are [CH3:1][O:2][C:3](=[O:15])[C:4]1[CH:9]=[CH:8][C:7]([OH:10])=[CH:6][C:5]=1[C:11]([F:14])([F:13])[F:12].[Na+].[I-].C([O-])([O-])=O.[K+].[K+].Br[CH2:25][CH:26]1[CH2:28][CH2:27]1. The catalyst is CC(C)=O. The product is [CH3:1][O:2][C:3](=[O:15])[C:4]1[CH:9]=[CH:8][C:7]([O:10][CH2:25][CH:26]2[CH2:28][CH2:27]2)=[CH:6][C:5]=1[C:11]([F:13])([F:12])[F:14]. The yield is 0.920. (7) The reactants are [F-].C([N+](CCCC)(CCCC)CCCC)CCC.[CH3:19][C:20]1[CH:27]=[CH:26][C:23]([CH:24]=[O:25])=[CH:22][CH:21]=1.[Si]([C:32]([F:35])([F:34])[F:33])(C)(C)C.Cl. The catalyst is C1COCC1. The product is [CH3:19][C:20]1[CH:27]=[CH:26][C:23]([CH:24]([OH:25])[C:32]([F:35])([F:34])[F:33])=[CH:22][CH:21]=1. The yield is 0.860. (8) The reactants are [NH2:1][C:2]1[N:6]([CH3:7])[C:5](=[O:8])[C:4]([C:21]2[CH:26]=[CH:25][C:24]([F:27])=[C:23](Br)[CH:22]=2)([C:9]2[CH:14]=[CH:13][C:12]([O:15][C:16]([F:19])([F:18])[F:17])=[C:11]([F:20])[CH:10]=2)[N:3]=1.[CH3:29][N:30]([CH3:33])C=O. The catalyst is C1(P([Pd-](Cl)P(C2C=CC=CC=2)(C2C=CC=CC=2)C2C=CC=CC=2)(C2C=CC=CC=2)C2C=CC=CC=2)C=CC=CC=1. The product is [NH2:1][C:2]1[N:6]([CH3:7])[C:5](=[O:8])[C:4]([C:21]2[CH:26]=[CH:25][C:24]([F:27])=[C:23]([C:9]3[CH:29]=[N:30][CH:33]=[C:11]([F:20])[CH:10]=3)[CH:22]=2)([C:9]2[CH:14]=[CH:13][C:12]([O:15][C:16]([F:19])([F:18])[F:17])=[C:11]([F:20])[CH:10]=2)[N:3]=1. The yield is 0.740. (9) The reactants are O[CH2:2][C:3]1[CH:12]=[N:11][C:10]2[N:9]3[CH2:13][CH2:14][CH2:15][CH2:16][C@H:8]3[C:7](=[O:17])[NH:6][C:5]=2[CH:4]=1.Cl.[CH2:19]([NH:21][C:22](=[O:36])[C:23]1[CH:28]=[CH:27][C:26]([N:29]2[CH2:34][CH2:33][NH:32][CH2:31][CH2:30]2)=[C:25]([CH3:35])[CH:24]=1)[CH3:20].[I-].C(C[P+](C)(C)C)#N.C(N(CC)C(C)C)(C)C. The catalyst is C(#N)CC. The product is [CH2:19]([NH:21][C:22](=[O:36])[C:23]1[CH:28]=[CH:27][C:26]([N:29]2[CH2:30][CH2:31][N:32]([CH2:2][C:3]3[CH:12]=[N:11][C:10]4[N:9]5[CH2:13][CH2:14][CH2:15][CH2:16][C@H:8]5[C:7](=[O:17])[NH:6][C:5]=4[CH:4]=3)[CH2:33][CH2:34]2)=[C:25]([CH3:35])[CH:24]=1)[CH3:20]. The yield is 0.354.